This data is from Full USPTO retrosynthesis dataset with 1.9M reactions from patents (1976-2016). The task is: Predict the reactants needed to synthesize the given product. (1) Given the product [NH2:75][C:3]1[CH:4]=[CH:5][C:6]([C:8]2[CH:17]=[CH:16][C:51]3[C:52](=[CH:53][CH:54]=[C:49]([C:47]4[N:46]([CH:58]5[CH2:59][CH2:60][CH2:61][CH2:62][CH2:63]5)[C:45]5[CH:64]=[CH:65][C:42]([C:40]([OH:39])=[O:41])=[CH:43][C:44]=5[N:48]=4)[CH:50]=3)[N:55]=2)=[CH:7][C:2]=1[Br:1], predict the reactants needed to synthesize it. The reactants are: [Br:1][C:2]1[CH:3]=[CH:4][C:5](O)=[C:6]([C:8]2[CH:17]=[CH:16]C3C(=CC=C(C4N(C5CCCCC5)C5C=CC(C(O)=O)=CC=5N=4)C=3)N=2)[CH:7]=1.C([O:39][C:40]([C:42]1[CH:65]=[CH:64][C:45]2[N:46]([CH:58]3[CH2:63][CH2:62][CH2:61][CH2:60][CH2:59]3)[C:47]([C:49]3[CH:54]=[CH:53][C:52]([NH2:55])=[C:51](C=O)[CH:50]=3)=[N:48][C:44]=2[CH:43]=1)=[O:41])C.C(C1C=CC([NH:75]C(=O)C)=C(Br)C=1)(=O)C.[OH-].[K+]. (2) Given the product [Cl:7][C:6]1[C:1]([S:13]([OH:16])(=[O:15])=[O:14])=[CH:2][C:3]2[O:11][C:9](=[O:10])[NH:8][C:4]=2[CH:5]=1, predict the reactants needed to synthesize it. The reactants are: [CH:1]1[C:6]([Cl:7])=[CH:5][C:4]2[NH:8][C:9]([O:11][C:3]=2[CH:2]=1)=[O:10].Cl[S:13]([OH:16])(=[O:15])=[O:14]. (3) Given the product [CH2:14]([C:1]1([S:4]([O:7][CH2:8][CH2:9][CH2:10][CH3:11])(=[O:6])=[O:5])[CH2:3][CH2:2]1)[CH:13]=[CH2:12], predict the reactants needed to synthesize it. The reactants are: [CH:1]1([S:4]([O:7][CH2:8][CH2:9][CH2:10][CH3:11])(=[O:6])=[O:5])[CH2:3][CH2:2]1.[CH2:12]([Li])[CH2:13][CH2:14]C.C(I)C=C. (4) Given the product [Br:1][C:2]1[C:7]([CH2:8][CH:9]([C:16]2[CH:15]=[CH:14][CH:13]=[C:12]([Cl:11])[CH:17]=2)[OH:10])=[CH:6][CH:5]=[CH:4][N:3]=1, predict the reactants needed to synthesize it. The reactants are: [Br:1][C:2]1[C:7]([CH2:8][CH:9]=[O:10])=[CH:6][CH:5]=[CH:4][N:3]=1.[Cl:11][C:12]1[CH:13]=[C:14]([Mg]Cl)[CH:15]=[CH:16][CH:17]=1.[Cl-].[NH4+]. (5) Given the product [C:1]1([C@H:11]([NH:13][C@H:14]2[CH2:18][CH2:17][C@@H:16]([C:19]3[CH:20]=[CH:21][C:22]([NH2:25])=[CH:23][CH:24]=3)[CH2:15]2)[CH3:12])[C:10]2[C:5](=[CH:6][CH:7]=[CH:8][CH:9]=2)[CH:4]=[CH:3][CH:2]=1, predict the reactants needed to synthesize it. The reactants are: [C:1]1([C@H:11]([NH:13][C@H:14]2[CH2:18][CH2:17][C@@H:16]([C:19]3[CH:24]=[CH:23][C:22]([N+:25]([O-])=O)=[CH:21][CH:20]=3)[CH2:15]2)[CH3:12])[C:10]2[C:5](=[CH:6][CH:7]=[CH:8][CH:9]=2)[CH:4]=[CH:3][CH:2]=1.[H][H]. (6) Given the product [Cl:1][C:2]1[CH:9]=[CH:8][C:5]([CH:6]=[O:7])=[C:4]([N:22]2[CH2:21][CH2:20][CH:19]([C:17]([N:12]3[CH2:16][CH2:15][CH2:14][CH2:13]3)=[O:18])[CH2:24][CH2:23]2)[CH:3]=1, predict the reactants needed to synthesize it. The reactants are: [Cl:1][C:2]1[CH:9]=[CH:8][C:5]([CH:6]=[O:7])=[C:4](F)[CH:3]=1.Cl.[N:12]1([C:17]([CH:19]2[CH2:24][CH2:23][NH:22][CH2:21][CH2:20]2)=[O:18])[CH2:16][CH2:15][CH2:14][CH2:13]1.C(=O)([O-])[O-].[K+].[K+].CS(C)=O. (7) Given the product [CH:13]1([C:11]2[O:10][N:9]=[C:8]([CH2:7][C@@H:4]3[CH2:5][CH2:6][C@:2]([CH3:1])([NH2:19])[C:3]3([CH3:17])[CH3:18])[N:12]=2)[CH2:32][CH2:31][CH2:30][CH2:29][CH2:28]1, predict the reactants needed to synthesize it. The reactants are: [CH3:1][C@:2]1([NH:19]C(=O)OC(C)(C)C)[CH2:6][CH2:5][C@@H:4]([CH2:7][C:8]2[N:12]=[C:11]([C:13](F)(F)F)[O:10][N:9]=2)[C:3]1([CH3:18])[CH3:17].N1[CH:32]=[CH:31][CH:30]=[CH:29][CH:28]=1.C1(C(Cl)=O)CCCCC1.Cl. (8) Given the product [Cl:1]([O-:5])(=[O:4])(=[O:3])=[O:2].[NH2:23][C:24]1[CH:28]=[CH:27][N:26]([C:8]2[CH:13]=[CH:12][C:11]([N:14]=[N:15][C:16]3[N:20]([CH3:21])[CH:19]=[CH:18][N+:17]=3[CH3:22])=[CH:10][CH:9]=2)[N:25]=1, predict the reactants needed to synthesize it. The reactants are: [Cl:1]([O-:5])(=[O:4])(=[O:3])=[O:2].CO[C:8]1[CH:13]=[CH:12][C:11]([N:14]=[N:15][C:16]2[N:20]([CH3:21])[CH:19]=[CH:18][N+:17]=2[CH3:22])=[CH:10][CH:9]=1.[NH2:23][C:24]1[CH:28]=[CH:27][NH:26][N:25]=1.